From a dataset of Full USPTO retrosynthesis dataset with 1.9M reactions from patents (1976-2016). Predict the reactants needed to synthesize the given product. (1) The reactants are: [O:1]=[C:2]1[CH:6]=[CH:5][C:4](=[O:7])[N:3]1[CH2:8][CH2:9][CH2:10][C:11]([OH:13])=O.CN(C(ON1N=NC2C=CC=NC1=2)=[N+](C)C)C.F[P-](F)(F)(F)(F)F.CCN(C(C)C)C(C)C.FC(F)(F)C(O)=O.[CH3:54][NH:55][C:56]([CH3:104])([C:58]([NH:60][C@H:61]([C:65]([N:67]([C@@H:69]([C@@H:100]([CH3:103])[CH2:101][CH3:102])[C@H:70]([O:98][CH3:99])[CH2:71][C:72]([N:74]1[CH2:78][CH2:77][CH2:76][C@H:75]1[C@H:79]([O:96][CH3:97])[C@@H:80]([CH3:95])[C:81]([NH:83][C@H:84]([C:92]([OH:94])=[O:93])[CH2:85][C:86]1[CH:91]=[CH:90][CH:89]=[CH:88][CH:87]=1)=[O:82])=[O:73])[CH3:68])=[O:66])[CH:62]([CH3:64])[CH3:63])=[O:59])[CH3:57]. Given the product [O:7]=[C:4]1[CH:5]=[CH:6][C:2](=[O:1])[N:3]1[CH2:8][CH2:9][CH2:10][C:11]([N:55]([CH3:54])[C:56]([CH3:104])([C:58]([NH:60][C@H:61]([C:65]([N:67]([C@@H:69]([C@@H:100]([CH3:103])[CH2:101][CH3:102])[C@H:70]([O:98][CH3:99])[CH2:71][C:72]([N:74]1[CH2:78][CH2:77][CH2:76][C@H:75]1[C@H:79]([O:96][CH3:97])[C@@H:80]([CH3:95])[C:81]([NH:83][C@H:84]([C:92]([OH:94])=[O:93])[CH2:85][C:86]1[CH:91]=[CH:90][CH:89]=[CH:88][CH:87]=1)=[O:82])=[O:73])[CH3:68])=[O:66])[CH:62]([CH3:63])[CH3:64])=[O:59])[CH3:57])=[O:13], predict the reactants needed to synthesize it. (2) Given the product [ClH:1].[ClH:1].[F:28][C:3]([F:2])([F:27])[C:4]1[CH:5]=[C:6]([C:10]2[N:15]=[CH:14][C:13]([C@@H:16]3[CH2:18][C@H:17]3[NH2:19])=[CH:12][CH:11]=2)[CH:7]=[CH:8][CH:9]=1, predict the reactants needed to synthesize it. The reactants are: [ClH:1].[F:2][C:3]([F:28])([F:27])[C:4]1[CH:5]=[C:6]([C:10]2[N:15]=[CH:14][C:13]([C@@H:16]3[CH2:18][C@H:17]3[NH:19]C(=O)OC(C)(C)C)=[CH:12][CH:11]=2)[CH:7]=[CH:8][CH:9]=1. (3) Given the product [C:37]([O:41][C:42]([NH:44][C:45]([CH3:52])(/[CH:50]=[CH:5]\[CH2:4][C:2]#[N:3])[C:46]([O:48][CH3:49])=[O:47])=[O:43])([CH3:40])([CH3:39])[CH3:38], predict the reactants needed to synthesize it. The reactants are: [Br-].[C:2]([CH:4](C)[CH2:5]C[P+](C1C=CC=CC=1)(C1C=CC=CC=1)C1C=CC=CC=1)#[N:3].[Na].C[Si]([N-][Si](C)(C)C)(C)C.[C:37]([O:41][C:42]([NH:44][C:45]([CH3:52])([CH:50]=O)[C:46]([O:48][CH3:49])=[O:47])=[O:43])([CH3:40])([CH3:39])[CH3:38]. (4) Given the product [OH:16][C:13]1[CH:12]=[C:11]2[C:10](=[CH:15][CH:14]=1)[NH:9][CH:8]=[C:7]2[CH2:6][CH2:5][NH:4][C:2](=[O:3])[CH3:1], predict the reactants needed to synthesize it. The reactants are: [CH3:1][C:2]([NH:4][CH2:5][CH2:6][C:7]1[C:11]2[CH:12]=[C:13]([O:16]C)[CH:14]=[CH:15][C:10]=2[NH:9][CH:8]=1)=[O:3].B(Br)(Br)Br. (5) Given the product [OH:7][CH2:6][C:5]1[CH:15]=[CH:16][C:2]([C:20](=[O:33])[CH2:21][CH2:22][CH2:23][N:24]([CH3:32])[C:25](=[O:31])[O:26][C:27]([CH3:28])([CH3:29])[CH3:30])=[CH:3][CH:4]=1, predict the reactants needed to synthesize it. The reactants are: Br[C:2]1[CH:16]=[CH:15][C:5]([CH2:6][O:7][Si](C(C)(C)C)(C)C)=[CH:4][CH:3]=1.CON(C)[C:20](=[O:33])[CH2:21][CH2:22][CH2:23][N:24]([CH3:32])[C:25](=[O:31])[O:26][C:27]([CH3:30])([CH3:29])[CH3:28].[F-].C([N+](CCCC)(CCCC)CCCC)CCC.O1CCCC1.Cl.C(=O)([O-])O.[Na+]. (6) Given the product [CH3:8][C:7]1[C:3]([CH2:2][NH:11][CH2:9][CH3:10])=[N:4][O:5][CH:6]=1, predict the reactants needed to synthesize it. The reactants are: Br[CH2:2][C:3]1[C:7]([CH3:8])=[CH:6][O:5][N:4]=1.[CH2:9]([NH2:11])[CH3:10]. (7) Given the product [Cl:1][C:2]1[N:7]=[C:6]([C:8]([O:10][CH3:11])=[O:9])[CH:5]=[CH:4][C:3]=1[CH:12]([OH:13])[C:21]1[CH2:20][C:19](=[O:25])[CH2:24][CH2:23][CH:22]=1, predict the reactants needed to synthesize it. The reactants are: [Cl:1][C:2]1[N:7]=[C:6]([C:8]([O:10][CH3:11])=[O:9])[CH:5]=[CH:4][C:3]=1[CH:12]=[O:13].N1C=CN=C1.[C:19]1(=[O:25])[CH2:24][CH2:23][CH2:22][CH:21]=[CH:20]1. (8) Given the product [CH3:38][S:39]([O:15][C@@H:14]1[C@@H:13]([CH3:16])[CH2:12][N:11]([C:17]2[CH:22]=[CH:21][N:20]=[CH:19][C:18]=2[N:23]([C:24]([O:26][C:27]([CH3:30])([CH3:29])[CH3:28])=[O:25])[C:31]([O:33][C:34]([CH3:36])([CH3:35])[CH3:37])=[O:32])[CH2:10][C@H:9]1[NH:8][C:6]([O:5][C:1]([CH3:4])([CH3:2])[CH3:3])=[O:7])(=[O:41])=[O:40], predict the reactants needed to synthesize it. The reactants are: [C:1]([O:5][C:6]([NH:8][C@H:9]1[C@H:14]([OH:15])[C@@H:13]([CH3:16])[CH2:12][N:11]([C:17]2[CH:22]=[CH:21][N:20]=[CH:19][C:18]=2[N:23]([C:31]([O:33][C:34]([CH3:37])([CH3:36])[CH3:35])=[O:32])[C:24]([O:26][C:27]([CH3:30])([CH3:29])[CH3:28])=[O:25])[CH2:10]1)=[O:7])([CH3:4])([CH3:3])[CH3:2].[CH3:38][S:39](Cl)(=[O:41])=[O:40].